This data is from Full USPTO retrosynthesis dataset with 1.9M reactions from patents (1976-2016). The task is: Predict the reactants needed to synthesize the given product. Given the product [F:1][C:2]1[CH:3]=[C:4]([C@H:5]([OH:6])[C@@H:7]2[CH2:12][CH2:11][CH2:10][N:9]([C:13]([O:15][C:16]([CH3:18])([CH3:17])[CH3:19])=[O:14])[CH2:8]2)[CH:20]=[C:21]([CH3:23])[CH:22]=1, predict the reactants needed to synthesize it. The reactants are: [F:1][C:2]1[CH:3]=[C:4]([CH:20]=[C:21]([CH3:23])[CH:22]=1)[C:5]([C@@H:7]1[CH2:12][CH2:11][CH2:10][N:9]([C:13]([O:15][C:16]([CH3:19])([CH3:18])[CH3:17])=[O:14])[CH2:8]1)=[O:6].[BH4-].[Na+].